Dataset: Catalyst prediction with 721,799 reactions and 888 catalyst types from USPTO. Task: Predict which catalyst facilitates the given reaction. The catalyst class is: 9. Reactant: Cl.[OH:2][C:3]1[CH:4]=[C:5]([CH:8]=[CH:9][C:10]=1[O:11][CH3:12])[CH2:6][NH2:7].CCN(CC)CC.[Br:20][C:21]1[CH:30]=[CH:29][CH:28]=[C:27]2[C:22]=1/[C:23](=[CH:33]\OC)/[C:24](=[O:32])[NH:25][C:26]2=[O:31].O. Product: [Br:20][C:21]1[CH:30]=[CH:29][CH:28]=[C:27]2[C:22]=1/[C:23](=[CH:33]/[NH:7][CH2:6][C:5]1[CH:8]=[CH:9][C:10]([O:11][CH3:12])=[C:3]([OH:2])[CH:4]=1)/[C:24](=[O:32])[NH:25][C:26]2=[O:31].